This data is from hERG potassium channel inhibition data for cardiac toxicity prediction from Karim et al.. The task is: Regression/Classification. Given a drug SMILES string, predict its toxicity properties. Task type varies by dataset: regression for continuous values (e.g., LD50, hERG inhibition percentage) or binary classification for toxic/non-toxic outcomes (e.g., AMES mutagenicity, cardiotoxicity, hepatotoxicity). Dataset: herg_karim. (1) The molecule is COc1cc(N)c(Cl)cc1C(=O)N[C@H]1CCN(CC2CCN(C(C)=O)CC2)C[C@H]1OC. The result is 0 (non-blocker). (2) The compound is O=C1COc2ccc(CNC34CCC(CCc5c(F)cnc6ccc(OCCCCCO)nc56)(CC3)OC4)nc2N1. The result is 1 (blocker). (3) The molecule is CN1CCN(c2cccc3c2C[C@H](NC(=O)c2ccc(OCCC(F)(F)F)nc2)CO3)CC1. The result is 0 (non-blocker). (4) The molecule is CCCCN(CC)C/C=C\CCc1ccc(Cl)cc1. The result is 1 (blocker). (5) The molecule is Cc1nc(C(=O)NC2CC(C)(C)Oc3nc(-c4ccc(Cl)cc4Cl)c(-c4ccc(Cl)cc4)cc32)n[nH]1. The result is 1 (blocker). (6) The result is 0 (non-blocker). The drug is Cc1cc(CN2CCN(C(C)C)CC2)cnc1-c1ccc(C(=O)Nc2ccccc2N)cc1.